From a dataset of Catalyst prediction with 721,799 reactions and 888 catalyst types from USPTO. Predict which catalyst facilitates the given reaction. (1) Reactant: [CH2:1]([C@H:8]([NH:30][C:31](=[O:50])[C@H:32]([CH:47]([CH3:49])[CH3:48])[NH:33][C:34]([N:36]([CH2:38][C:39]1[N:40]=[C:41]([CH:44]([CH3:46])[CH3:45])[S:42][CH:43]=1)[CH3:37])=[O:35])[CH2:9][C@H:10]([OH:29])[C@@H:11]([NH:19][C:20]([O:22][CH2:23][C:24]1[S:28][CH:27]=[N:26][CH:25]=1)=[O:21])[CH2:12][C:13]1[CH:18]=[CH:17][CH:16]=[CH:15][CH:14]=1)[C:2]1[CH:7]=[CH:6][CH:5]=[CH:4][CH:3]=1.[CH3:51][S:52][CH3:53].C(OOC(=O)C1C=CC=CC=1)(=O)C1C=CC=CC=1. Product: [CH2:1]([C@H:8]([NH:30][C:31](=[O:50])[C@H:32]([CH:47]([CH3:49])[CH3:48])[NH:33][C:34]([N:36]([CH2:38][C:39]1[N:40]=[C:41]([CH:44]([CH3:45])[CH3:46])[S:42][CH:43]=1)[CH3:37])=[O:35])[CH2:9][C@H:10]([O:29][CH2:51][S:52][CH3:53])[C@@H:11]([NH:19][C:20]([O:22][CH2:23][C:24]1[S:28][CH:27]=[N:26][CH:25]=1)=[O:21])[CH2:12][C:13]1[CH:18]=[CH:17][CH:16]=[CH:15][CH:14]=1)[C:2]1[CH:3]=[CH:4][CH:5]=[CH:6][CH:7]=1. The catalyst class is: 115. (2) Reactant: [C:1]1([C:7]23O[C:10]([C:18]4[CH:23]=[CH:22][CH:21]=[CH:20][CH:19]=4)([CH:11]4[C:16]2=[CH:15][CH:14]=[CH:13][CH2:12]4)[CH:9]([C:24]#[N:25])[CH:8]3[C:26]#[N:27])[CH:6]=[CH:5][CH:4]=[CH:3][CH:2]=1. Product: [C:18]1([C:10]2[C:11]3[C:16](=[CH:15][CH:14]=[CH:13][CH:12]=3)[C:7]([C:1]3[CH:2]=[CH:3][CH:4]=[CH:5][CH:6]=3)=[C:8]([C:26]#[N:27])[C:9]=2[C:24]#[N:25])[CH:19]=[CH:20][CH:21]=[CH:22][CH:23]=1. The catalyst class is: 7. (3) Reactant: [Cl:1][C:2]1[C:11]2[C:6](=[CH:7][CH:8]=[CH:9][CH:10]=2)[CH:5]=[C:4]([CH3:12])[C:3]=1[OH:13].[F:14][C:15]([F:28])([F:27])[S:16](O[S:16]([C:15]([F:28])([F:27])[F:14])(=[O:18])=[O:17])(=[O:18])=[O:17].N1C(C)=CC=CC=1C. Product: [F:14][C:15]([F:28])([F:27])[S:16]([O:13][C:3]1[C:4]([CH3:12])=[CH:5][C:6]2[C:11](=[CH:10][CH:9]=[CH:8][CH:7]=2)[C:2]=1[Cl:1])(=[O:18])=[O:17]. The catalyst class is: 4. (4) Reactant: [Cl:1][C:2]1[CH:11]=[C:10]2[C:5]([C:6]([N:12]3[CH2:17][CH2:16][NH:15][CH:14]([C:18]([NH2:20])=[O:19])[CH2:13]3)=[N:7][CH:8]=[N:9]2)=[CH:4][C:3]=1[C:21]1[CH:26]=[CH:25][C:24]([Cl:27])=[CH:23][CH:22]=1.F[P-](F)(F)(F)(F)F.N1(O[P+](N(C)C)(N(C)C)N(C)C)C2C=CC=CC=2N=N1.[CH3:55][N:56]([CH3:63])[CH2:57]/[CH:58]=[CH:59]/[C:60](O)=[O:61].CCN(C(C)C)C(C)C. Product: [Cl:1][C:2]1[CH:11]=[C:10]2[C:5]([C:6]([N:12]3[CH2:17][CH2:16][N:15]([C:60](=[O:61])/[CH:59]=[CH:58]/[CH2:57][N:56]([CH3:63])[CH3:55])[CH:14]([C:18]([NH2:20])=[O:19])[CH2:13]3)=[N:7][CH:8]=[N:9]2)=[CH:4][C:3]=1[C:21]1[CH:26]=[CH:25][C:24]([Cl:27])=[CH:23][CH:22]=1. The catalyst class is: 4. (5) Reactant: Cl.[CH:2]1([NH:7][NH2:8])[CH2:6][CH2:5][CH2:4][CH2:3]1.C(O[CH:12]=[C:13]([C:19]#[N:20])[C:14]([O:16][CH2:17][CH3:18])=[O:15])C.C([O-])(=O)C.[Na+]. Product: [CH2:17]([O:16][C:14]([C:13]1[CH:12]=[N:8][N:7]([CH:2]2[CH2:6][CH2:5][CH2:4][CH2:3]2)[C:19]=1[NH2:20])=[O:15])[CH3:18]. The catalyst class is: 8. (6) Reactant: [N:1]12[CH2:8][CH2:7][CH:4]([CH2:5][CH2:6]1)[C@@H:3]([OH:9])[CH2:2]2.C(=NC1CCCCC1)=NC1CCCCC1.N1(O)C2C=CC=CC=2N=N1.[CH2:35]([O:42][C:43]([NH:45][C@H:46]([C:50]1[CH:55]=[CH:54][CH:53]=[CH:52][CH:51]=1)[C:47](O)=[O:48])=[O:44])[C:36]1[CH:41]=[CH:40][CH:39]=[CH:38][CH:37]=1. Product: [CH2:35]([O:42][C:43]([NH:45][C@H:46]([C:50]1[CH:55]=[CH:54][CH:53]=[CH:52][CH:51]=1)[C:47]([O:9][C@@H:3]1[CH:4]2[CH2:7][CH2:8][N:1]([CH2:6][CH2:5]2)[CH2:2]1)=[O:48])=[O:44])[C:36]1[CH:37]=[CH:38][CH:39]=[CH:40][CH:41]=1. The catalyst class is: 1. (7) Reactant: [CH2:1]([C@H:8]([NH:37][C:38](=[O:48])[O:39][C@@H:40]1[C@H:47]2[C@H:43]([O:44][CH2:45][CH2:46]2)[O:42][CH2:41]1)[C@H:9]([OH:36])[CH2:10][N:11]([S:19]([C:22]1[CH:27]=[CH:26][C:25]([O:28]CC2C=CC=CC=2)=[CH:24][CH:23]=1)(=[O:21])=[O:20])[O:12][CH:13]1[CH2:18][CH2:17][CH2:16][CH2:15][CH2:14]1)[C:2]1[CH:7]=[CH:6][CH:5]=[CH:4][CH:3]=1. Product: [CH2:1]([C@H:8]([NH:37][C:38](=[O:48])[O:39][C@@H:40]1[C@H:47]2[C@H:43]([O:44][CH2:45][CH2:46]2)[O:42][CH2:41]1)[C@H:9]([OH:36])[CH2:10][N:11]([O:12][CH:13]1[CH2:14][CH2:15][CH2:16][CH2:17][CH2:18]1)[S:19]([C:22]1[CH:27]=[CH:26][C:25]([OH:28])=[CH:24][CH:23]=1)(=[O:21])=[O:20])[C:2]1[CH:3]=[CH:4][CH:5]=[CH:6][CH:7]=1. The catalyst class is: 78.